This data is from CYP2C9 inhibition data for predicting drug metabolism from PubChem BioAssay. The task is: Regression/Classification. Given a drug SMILES string, predict its absorption, distribution, metabolism, or excretion properties. Task type varies by dataset: regression for continuous measurements (e.g., permeability, clearance, half-life) or binary classification for categorical outcomes (e.g., BBB penetration, CYP inhibition). Dataset: cyp2c9_veith. (1) The drug is Cc1ccc(S(=O)(=O)N/N=C\c2ccccc2OCc2ccccc2)cc1. The result is 1 (inhibitor). (2) The drug is CC(C)=C[C@H]1[C@@H](COC(=O)c2cc3c(cc2Cl)OCO3)C1(C)C. The result is 0 (non-inhibitor). (3) The drug is COC(=O)N1CCC2(CCN(Cc3cc(C(F)(F)F)cc(C(F)(F)F)c3)CC2)CC1. The result is 0 (non-inhibitor). (4) The molecule is CC1CCN(CCCNC(=O)c2n[nH]c(=O)c3ccccc23)CC1. The result is 0 (non-inhibitor).